This data is from Full USPTO retrosynthesis dataset with 1.9M reactions from patents (1976-2016). The task is: Predict the reactants needed to synthesize the given product. (1) The reactants are: [F:1][C:2]1[CH:3]=[C:4]([C:8]([C:10]2[CH:15]=[CH:14][C:13]([OH:16])=[C:12](I)[CH:11]=2)=[O:9])[CH:5]=[CH:6][CH:7]=1.[CH2:18]([N:22]1[CH2:26][CH2:25][CH2:24][C@H:23]1[CH3:27])[CH2:19][C:20]#[CH:21]. Given the product [F:1][C:2]1[CH:3]=[C:4]([C:8]([C:10]2[CH:15]=[CH:14][C:13]3[O:16][C:20]([CH2:19][CH2:18][N:22]4[CH2:26][CH2:25][CH2:24][C@H:23]4[CH3:27])=[CH:21][C:12]=3[CH:11]=2)=[O:9])[CH:5]=[CH:6][CH:7]=1, predict the reactants needed to synthesize it. (2) Given the product [CH3:1][N:2]1[C:7]2=[N:8][CH:9]=[N:10][C:11]([C:12]3[CH:17]=[CH:16][CH:15]=[CH:14][CH:13]=3)=[C:6]2[CH2:5][CH:4]([CH3:18])[NH:3]1, predict the reactants needed to synthesize it. The reactants are: [CH3:1][N:2]1[C:7]2=[N:8][CH:9]=[N:10][C:11]([C:12]3[CH:17]=[CH:16][CH:15]=[CH:14][CH:13]=3)=[C:6]2[CH2:5][C:4]([CH3:18])=[N:3]1.[BH4-].[Na+].B(O)(O)O.